From a dataset of Forward reaction prediction with 1.9M reactions from USPTO patents (1976-2016). Predict the product of the given reaction. Given the reactants [OH:1][N:2]1[C:6](=[O:7])[CH2:5][CH2:4][C:3]1=[O:8].[C:9]([OH:26])(=[O:25])[CH2:10][CH2:11][CH2:12][CH2:13][CH2:14][CH2:15][CH2:16][CH2:17][CH2:18][CH2:19][CH2:20][CH2:21][CH2:22][CH2:23][CH3:24].C1CCC(N=C=NC2CCCCC2)CC1, predict the reaction product. The product is: [OH:1][N:2]1[C:6](=[O:7])[CH2:5][CH2:4][C:3]1=[O:8].[C:9]([O-:26])(=[O:25])[CH2:10][CH2:11][CH2:12][CH2:13][CH2:14][CH2:15][CH2:16][CH2:17][CH2:18][CH2:19][CH2:20][CH2:21][CH2:22][CH2:23][CH3:24].